This data is from Peptide-MHC class I binding affinity with 185,985 pairs from IEDB/IMGT. The task is: Regression. Given a peptide amino acid sequence and an MHC pseudo amino acid sequence, predict their binding affinity value. This is MHC class I binding data. (1) The peptide sequence is VFFLFVGL. The MHC is H-2-Db with pseudo-sequence H-2-Db. The binding affinity (normalized) is 0.238. (2) The peptide sequence is VRDVVMPAL. The MHC is HLA-A02:11 with pseudo-sequence HLA-A02:11. The binding affinity (normalized) is 0.0847.